The task is: Predict the reactants needed to synthesize the given product.. This data is from Full USPTO retrosynthesis dataset with 1.9M reactions from patents (1976-2016). (1) Given the product [ClH:2].[Cl:15][C:11]1[CH:10]=[C:9]([C:7]2[N:6]=[C:5]3[CH2:16][CH2:17][CH2:18][C:4]3=[C:3]([NH:19][C:20]3[CH:21]=[CH:22][C:23]([CH2:26][CH2:27][CH2:28][OH:29])=[CH:24][CH:25]=3)[CH:8]=2)[CH:14]=[CH:13][CH:12]=1, predict the reactants needed to synthesize it. The reactants are: Cl.[Cl:2][C:3]1[CH:8]=[C:7]([C:9]2[CH:14]=[CH:13][CH:12]=[C:11]([Cl:15])[CH:10]=2)[N:6]=[C:5]2[CH2:16][CH2:17][CH2:18][C:4]=12.[NH2:19][C:20]1[CH:25]=[CH:24][C:23]([CH2:26][CH2:27][CH2:28][OH:29])=[CH:22][CH:21]=1. (2) Given the product [CH3:12][S:13][C:14]1[CH:22]=[CH:21][C:17]([C:18]2[NH:1][C:2]3=[N:3][CH:4]=[C:5]([N+:9]([O-:11])=[O:10])[CH:6]=[C:7]3[N:8]=2)=[CH:16][CH:15]=1, predict the reactants needed to synthesize it. The reactants are: [NH2:1][C:2]1[C:7]([NH2:8])=[CH:6][C:5]([N+:9]([O-:11])=[O:10])=[CH:4][N:3]=1.[CH3:12][S:13][C:14]1[CH:22]=[CH:21][C:17]([C:18](O)=O)=[CH:16][CH:15]=1.[OH-].[Na+]. (3) Given the product [CH2:72]([O:71][P:63]([O:15][C@H:14]([C:16]1[CH:17]=[CH:18][C:19]([C:22]2[CH:23]=[CH:24][C:25]([CH:28]([NH:30][C:31](=[O:40])[O:32][CH2:33][C:34]3[CH:35]=[CH:36][CH:37]=[CH:38][CH:39]=3)[CH3:29])=[N:26][CH:27]=2)=[CH:20][CH:21]=1)[C@H:13]([NH:12][C:10](=[O:11])[CH:9]([F:8])[F:43])[CH2:41][F:42])([O:62][CH2:55][C:56]1[CH:57]=[CH:58][CH:59]=[CH:60][CH:61]=1)=[O:4])[C:73]1[CH:74]=[CH:75][CH:76]=[CH:77][CH:78]=1, predict the reactants needed to synthesize it. The reactants are: FC(F)(F)C(O)=[O:4].[F:8][CH:9]([F:43])[C:10]([NH:12][C@H:13]([CH2:41][F:42])[C@@H:14]([C:16]1[CH:21]=[CH:20][C:19]([C:22]2[CH:23]=[CH:24][C:25]([CH:28]([NH:30][C:31](=[O:40])[O:32][CH2:33][C:34]3[CH:39]=[CH:38][CH:37]=[CH:36][CH:35]=3)[CH3:29])=[N:26][CH:27]=2)=[CH:18][CH:17]=1)[OH:15])=[O:11].N1C=CC=CC=1.C1COCC1.[CH2:55]([O:62][P:63]([O:71][CH2:72][C:73]1[CH:78]=[CH:77][CH:76]=[CH:75][CH:74]=1)N(C(C)C)C(C)C)[C:56]1[CH:61]=[CH:60][CH:59]=[CH:58][CH:57]=1.OO.O.S(=O)(=O)(O)[O-].[Na+]. (4) Given the product [CH3:1][N:2]([CH3:21])[CH:3]1[CH2:8][CH2:7][C:6]([C:9]2[C:17]3[C:12](=[CH:13][CH:14]=[C:15]([NH2:18])[CH:16]=3)[NH:11][CH:10]=2)=[CH:5][CH2:4]1, predict the reactants needed to synthesize it. The reactants are: [CH3:1][N:2]([CH3:21])[CH:3]1[CH2:8][CH2:7][C:6]([C:9]2[C:17]3[C:12](=[CH:13][CH:14]=[C:15]([N+:18]([O-])=O)[CH:16]=3)[NH:11][CH:10]=2)=[CH:5][CH2:4]1.O.NN. (5) The reactants are: [CH2:1]([O:3][C:4]([C:6]1[NH:7][C:8]2[C:13]([CH:14]=1)=[CH:12][C:11](Br)=[CH:10][CH:9]=2)=[O:5])[CH3:2].C(B(CC)[C:19]1[CH:20]=[N:21][CH:22]=[CH:23][CH:24]=1)C.C(=O)([O-])[O-].[K+].[K+]. Given the product [CH2:1]([O:3][C:4]([C:6]1[NH:7][C:8]2[C:13]([CH:14]=1)=[CH:12][C:11]([C:19]1[CH:20]=[N:21][CH:22]=[CH:23][CH:24]=1)=[CH:10][CH:9]=2)=[O:5])[CH3:2], predict the reactants needed to synthesize it. (6) Given the product [CH3:12][Si:13]([N:4]([C:1](=[O:3])[CH3:2])[C:5]1[CH:10]=[CH:9][N:8]([Si:13]([CH3:20])([CH3:19])[CH3:12])[C:7](=[O:11])[N:6]=1)([CH3:20])[CH3:19], predict the reactants needed to synthesize it. The reactants are: [C:1]([NH:4][C:5]1[CH:10]=[CH:9][NH:8][C:7](=[O:11])[N:6]=1)(=[O:3])[CH3:2].[CH3:12][Si:13]([CH3:20])([CH3:19])N[Si:13]([CH3:20])([CH3:19])[CH3:12].S([O-])([O-])(=O)=O.[NH4+].[NH4+].